From a dataset of Full USPTO retrosynthesis dataset with 1.9M reactions from patents (1976-2016). Predict the reactants needed to synthesize the given product. (1) The reactants are: [CH3:1][S:2](Cl)(=[O:4])=[O:3].[OH:6][CH2:7][CH2:8][C@H:9]1[C@@H:13]([CH2:14][OH:15])[CH2:12][N:11]([C:16]([O:18][C:19]([CH3:22])([CH3:21])[CH3:20])=[O:17])[CH2:10]1.C(N(CC)C(C)C)(C)C. Given the product [CH3:1][S:2]([O:6][CH2:7][CH2:8][C@H:9]1[C@@H:13]([CH2:14][O:15][S:2]([CH3:1])(=[O:4])=[O:3])[CH2:12][N:11]([C:16]([O:18][C:19]([CH3:22])([CH3:21])[CH3:20])=[O:17])[CH2:10]1)(=[O:4])=[O:3], predict the reactants needed to synthesize it. (2) Given the product [NH2:1][C:2]1[C:7]([C:8](=[O:9])[C:10]2[C:15]([F:16])=[CH:14][CH:13]=[C:12]([O:17][CH3:18])[C:11]=2[F:19])=[CH:6][N:5]=[C:4]([NH:25][CH:26]2[CH2:31][CH2:30][N:29]([C:32](=[O:34])[CH3:33])[CH2:28][CH2:27]2)[N:3]=1, predict the reactants needed to synthesize it. The reactants are: [NH2:1][C:2]1[C:7]([C:8]([C:10]2[C:15]([F:16])=[CH:14][CH:13]=[C:12]([O:17][CH3:18])[C:11]=2[F:19])=[O:9])=[CH:6][N:5]=[C:4](S(CC)(=O)=O)[N:3]=1.[NH2:25][CH:26]1[CH2:31][CH2:30][N:29]([C:32](=[O:34])[CH3:33])[CH2:28][CH2:27]1. (3) Given the product [F:12][C:13]1[C:21]([NH:22][S:23]([CH2:26][CH2:27][CH2:28][F:29])(=[O:25])=[O:24])=[CH:20][CH:19]=[C:18]([F:30])[C:14]=1[C:15]([NH:11][C:8]1[CH:9]=[C:10]2[C:2]([CH3:1])=[N:3][NH:4][C:5]2=[N:6][CH:7]=1)=[O:16], predict the reactants needed to synthesize it. The reactants are: [CH3:1][C:2]1[C:10]2[C:5](=[N:6][CH:7]=[C:8]([NH2:11])[CH:9]=2)[NH:4][N:3]=1.[F:12][C:13]1[C:21]([NH:22][S:23]([CH2:26][CH2:27][CH2:28][F:29])(=[O:25])=[O:24])=[CH:20][CH:19]=[C:18]([F:30])[C:14]=1[C:15](O)=[O:16].CCN=C=NCCCN(C)C.C1C=CC2N(O)N=NC=2C=1. (4) Given the product [CH3:1][O:2][C:3](=[O:16])[C@@H:4]([NH:8][C:9]([O:11][C:12]([CH3:15])([CH3:14])[CH3:13])=[O:10])[C@@H:5]([NH:7][C:18]1[CH:23]=[CH:22][CH:21]=[CH:20][C:19]=1[N+:24]([O-:26])=[O:25])[CH3:6], predict the reactants needed to synthesize it. The reactants are: [CH3:1][O:2][C:3](=[O:16])[C@@H:4]([NH:8][C:9]([O:11][C:12]([CH3:15])([CH3:14])[CH3:13])=[O:10])[C@@H:5]([NH2:7])[CH3:6].F[C:18]1[CH:23]=[CH:22][CH:21]=[CH:20][C:19]=1[N+:24]([O-:26])=[O:25].C(=O)([O-])O.[Na+]. (5) Given the product [CH3:1][O:2][C:3]1[CH:8]=[CH:7][CH:6]=[CH:5][C:4]=1[NH:9][C:24]([C:21]1[CH:22]=[C:23]2[C:15]([C:12]3[CH:13]=[CH:14][O:10][CH:11]=3)=[CH:16][NH:17][C:18]2=[N:19][CH:20]=1)=[O:25], predict the reactants needed to synthesize it. The reactants are: [CH3:1][O:2][C:3]1[CH:8]=[CH:7][CH:6]=[CH:5][C:4]=1[NH2:9].[O:10]1[CH:14]=[CH:13][C:12]([C:15]2[C:23]3[C:18](=[N:19][CH:20]=[C:21]([C:24](O)=[O:25])[CH:22]=3)[NH:17][CH:16]=2)=[CH:11]1.F[P-](F)(F)(F)(F)F.N1(O[P+](N(C)C)(N(C)C)N(C)C)C2C=CC=CC=2N=N1.C1C=CC2N(O)N=NC=2C=1.CCN(C(C)C)C(C)C. (6) Given the product [CH3:27][C:11]1[CH:10]=[C:9]([OH:8])[CH:14]=[CH:13][C:12]=1[N:15]([CH3:26])[C:16]1[N:21]=[CH:20][C:19]2[N:22]=[CH:23][N:24]([CH3:25])[C:18]=2[CH:17]=1, predict the reactants needed to synthesize it. The reactants are: COC1C=CC(C[O:8][C:9]2[CH:14]=[CH:13][C:12]([N:15]([CH3:26])[C:16]3[N:21]=[CH:20][C:19]4[N:22]=[CH:23][N:24]([CH3:25])[C:18]=4[CH:17]=3)=[C:11]([CH3:27])[CH:10]=2)=CC=1.FC(F)(F)C(O)=O. (7) Given the product [CH2:1]([N:3]([S:30]([C:33]1[S:34][CH:35]=[CH:36][CH:37]=1)(=[O:31])=[O:32])[C:4]1[CH:5]=[CH:6][CH:7]=[C:8]2[C:12]=1[NH:11][C:10]([C:13]1[S:14][C:15]([CH2:18][O:19][C:20]3[CH:21]=[CH:22][C:23]([C:24]([OH:26])=[O:25])=[CH:28][CH:29]=3)=[CH:16][N:17]=1)=[CH:9]2)[CH3:2], predict the reactants needed to synthesize it. The reactants are: [CH2:1]([N:3]([S:30]([C:33]1[S:34][CH:35]=[CH:36][CH:37]=1)(=[O:32])=[O:31])[C:4]1[CH:5]=[CH:6][CH:7]=[C:8]2[C:12]=1[NH:11][C:10]([C:13]1[S:14][C:15]([CH2:18][O:19][C:20]3[CH:29]=[CH:28][C:23]([C:24]([O:26]C)=[O:25])=[CH:22][CH:21]=3)=[CH:16][N:17]=1)=[CH:9]2)[CH3:2].O1CCCC1.[OH-].[Na+].Cl.